This data is from Full USPTO retrosynthesis dataset with 1.9M reactions from patents (1976-2016). The task is: Predict the reactants needed to synthesize the given product. (1) Given the product [CH:1]1([NH:7][C:8]2[C:9]3[CH2:30][NH:29][CH2:28][CH2:27][C:10]=3[N:11]=[C:12]([NH:14][C:15]3[CH:20]=[CH:19][C:18]([N:21]4[CH:25]=[CH:24][N:23]=[C:22]4[CH3:26])=[CH:17][CH:16]=3)[N:13]=2)[CH2:2][CH2:3][CH2:4][CH2:5][CH2:6]1, predict the reactants needed to synthesize it. The reactants are: [CH:1]1([NH:7][C:8]2[C:9]3[CH2:30][N:29](C(OC(C)(C)C)=O)[CH2:28][CH2:27][C:10]=3[N:11]=[C:12]([NH:14][C:15]3[CH:20]=[CH:19][C:18]([N:21]4[CH:25]=[CH:24][N:23]=[C:22]4[CH3:26])=[CH:17][CH:16]=3)[N:13]=2)[CH2:6][CH2:5][CH2:4][CH2:3][CH2:2]1.Cl. (2) Given the product [CH3:27][N:28]([CH3:29])[C:2]1[C:7]2[N:8]=[C:9]([N:18]3[CH:22]=[CH:21][N:20]=[CH:19]3)[N:10]=[C:11]([N:12]3[CH2:17][CH2:16][O:15][CH2:14][CH2:13]3)[C:6]=2[N:5]=[C:4]([C:23]([O:25][CH3:26])=[O:24])[CH:3]=1, predict the reactants needed to synthesize it. The reactants are: Cl[C:2]1[C:7]2[N:8]=[C:9]([N:18]3[CH:22]=[CH:21][N:20]=[CH:19]3)[N:10]=[C:11]([N:12]3[CH2:17][CH2:16][O:15][CH2:14][CH2:13]3)[C:6]=2[N:5]=[C:4]([C:23]([O:25][CH3:26])=[O:24])[CH:3]=1.[CH3:27][NH:28][CH3:29]. (3) Given the product [CH2:1]([C:4]1[CH2:5][C@@H:6]2[C@H:9]([CH:10]=1)[C@@:8]([CH2:11][C:12]([O:14][C:15]([CH3:18])([CH3:17])[CH3:16])=[O:13])([CH2:39][N+:36]([O-:38])=[O:37])[CH2:7]2)[CH:2]=[CH2:3], predict the reactants needed to synthesize it. The reactants are: [CH2:1]([C:4]1[CH2:5][C@@H:6]2[C@H:9]([CH:10]=1)[C:8](=[CH:11][C:12]([O:14][C:15]([CH3:18])([CH3:17])[CH3:16])=[O:13])[CH2:7]2)[CH:2]=[CH2:3].N12CCCN=C1CCCCC2.P([O-])(O)(O)=O.[K+].[N+:36]([CH3:39])([O-:38])=[O:37]. (4) The reactants are: [Cl:1][C:2]1[CH:7]=[CH:6][N:5]=[C:4]2[CH:8]=[C:9]([C:11]3[N:12]([CH3:16])[CH:13]=[CH:14][N:15]=3)[S:10][C:3]=12.[Li]CCCC.Cl[C:23]([O:25][CH3:26])=[O:24]. Given the product [CH3:26][O:25][C:23]([C:13]1[N:12]([CH3:16])[C:11]([C:9]2[S:10][C:3]3[C:4](=[N:5][CH:6]=[CH:7][C:2]=3[Cl:1])[CH:8]=2)=[N:15][CH:14]=1)=[O:24], predict the reactants needed to synthesize it. (5) Given the product [BrH:13].[Br:13][CH2:11][C:7]1[CH:6]=[C:5]2[C:10](=[CH:9][CH:8]=1)[CH:1]=[N:2][CH:3]=[CH:4]2, predict the reactants needed to synthesize it. The reactants are: [CH:1]1[C:10]2[C:5](=[CH:6][C:7]([CH2:11]O)=[CH:8][CH:9]=2)[CH:4]=[CH:3][N:2]=1.[BrH:13].C(OCC)C. (6) Given the product [C:32]([C:36]1[CH:37]=[CH:38][C:39]([C:42]([C:43]2[C:44]([C:60]3[CH:65]=[CH:64][C:63]([F:66])=[CH:62][CH:61]=3)=[C:45]3[C:53](=[CH:54][C:55]=2[CH:56]([CH3:58])[CH3:57])[O:52][C:48]2([CH2:51][CH2:50][CH2:49]2)[CH2:47][C:46]3=[O:59])=[O:67])=[CH:40][CH:41]=1)([CH3:34])([CH3:35])[CH3:33], predict the reactants needed to synthesize it. The reactants are: CC(OI1(OC(C)=O)(OC(C)=O)OC(=O)C2C1=CC=CC=2)=O.ClCCl.N1C=CC=CC=1.[C:32]([C:36]1[CH:41]=[CH:40][C:39]([CH:42]([OH:67])[C:43]2[C:44]([C:60]3[CH:65]=[CH:64][C:63]([F:66])=[CH:62][CH:61]=3)=[C:45]3[C:53](=[CH:54][C:55]=2[CH:56]([CH3:58])[CH3:57])[O:52][C:48]2([CH2:51][CH2:50][CH2:49]2)[CH2:47][C:46]3=[O:59])=[CH:38][CH:37]=1)([CH3:35])([CH3:34])[CH3:33].